From a dataset of Peptide-MHC class I binding affinity with 185,985 pairs from IEDB/IMGT. Regression. Given a peptide amino acid sequence and an MHC pseudo amino acid sequence, predict their binding affinity value. This is MHC class I binding data. The peptide sequence is RALIKTLPRASYSSH. The MHC is HLA-A02:03 with pseudo-sequence HLA-A02:03. The binding affinity (normalized) is 0.00275.